Dataset: Full USPTO retrosynthesis dataset with 1.9M reactions from patents (1976-2016). Task: Predict the reactants needed to synthesize the given product. (1) Given the product [CH3:1][C:2]1[C:7]([CH3:8])=[CH:6][CH:5]=[CH:4][C:3]=1[C:9]1[CH:14]=[CH:13][CH:12]=[CH:11][C:10]=1[CH2:15][CH2:16][C:17]([N:23]([CH:20]([CH3:22])[CH3:21])[NH:24][C:25]([C:27]1[CH:31]=[CH:30][O:29][CH:28]=1)=[O:26])=[O:19], predict the reactants needed to synthesize it. The reactants are: [CH3:1][C:2]1[C:7]([CH3:8])=[CH:6][CH:5]=[CH:4][C:3]=1[C:9]1[CH:14]=[CH:13][CH:12]=[CH:11][C:10]=1[CH2:15][CH2:16][C:17]([OH:19])=O.[CH:20]([NH:23][NH:24][C:25]([C:27]1[CH:31]=[CH:30][O:29][CH:28]=1)=[O:26])([CH3:22])[CH3:21].C(N(CC)CC)C.C1C=CC2N(O)N=NC=2C=1.CCN=C=NCCCN(C)C. (2) Given the product [OH:4][CH:1]1[O:5][CH2:13][CH2:12][N:11]([CH2:10][C:9]2[CH:15]=[CH:16][CH:17]=[CH:18][C:8]=2[O:6][CH3:7])[C:2]1=[O:3], predict the reactants needed to synthesize it. The reactants are: [C:1]([OH:5])(=[O:4])[CH:2]=[O:3].[O:6]([C:8]1[CH:18]=[CH:17][CH:16]=[CH:15][C:9]=1[CH2:10][NH:11][CH2:12][CH2:13]O)[CH3:7].O.